This data is from Full USPTO retrosynthesis dataset with 1.9M reactions from patents (1976-2016). The task is: Predict the reactants needed to synthesize the given product. (1) Given the product [C:1]1([S:7]([CH2:10][CH2:11][NH:12][C:14]2[CH:19]=[C:18]([C:20]3[CH:25]=[CH:24][CH:23]=[C:22]([CH3:26])[C:21]=3[CH3:27])[N:17]=[C:16]([NH2:28])[N:15]=2)(=[O:8])=[O:9])[CH:2]=[CH:3][CH:4]=[CH:5][CH:6]=1, predict the reactants needed to synthesize it. The reactants are: [C:1]1([S:7]([CH2:10][CH2:11][NH2:12])(=[O:9])=[O:8])[CH:6]=[CH:5][CH:4]=[CH:3][CH:2]=1.Cl[C:14]1[CH:19]=[C:18]([C:20]2[CH:25]=[CH:24][CH:23]=[C:22]([CH3:26])[C:21]=2[CH3:27])[N:17]=[C:16]([NH2:28])[N:15]=1. (2) Given the product [NH:4]1[C:5]([C:6]2[CH:7]=[C:8]([NH:9][C:22]([C:21]3[C:16]4[NH:15][CH:14]=[N:13][C:17]=4[CH:18]=[CH:19][CH:20]=3)=[O:23])[CH:10]=[CH:11][CH:12]=2)=[N:1][N:2]=[N:3]1, predict the reactants needed to synthesize it. The reactants are: [NH:1]1[C:5]([C:6]2[CH:7]=[C:8]([CH:10]=[CH:11][CH:12]=2)[NH2:9])=[N:4][N:3]=[N:2]1.[NH:13]1[C:17]2[CH:18]=[CH:19][CH:20]=[C:21]([C:22](O)=[O:23])[C:16]=2[N:15]=[CH:14]1.Cl.C(N=C=NCCCN(C)C)C.ON1C2C=CC=CC=2N=N1.CCN(C(C)C)C(C)C.Cl.